This data is from Full USPTO retrosynthesis dataset with 1.9M reactions from patents (1976-2016). The task is: Predict the reactants needed to synthesize the given product. (1) Given the product [F:1][C:2]1[CH:3]=[C:4]([CH2:8][CH2:9][C:10]2[O:14][C:13]([C:15]3[CH:20]=[CH:19][N:18]=[C:17]([NH:21][C:30](=[O:31])[O:32][CH2:33][C:34]4[CH:39]=[CH:38][CH:37]=[CH:36][CH:35]=4)[CH:16]=3)=[N:12][N:11]=2)[CH:5]=[CH:6][CH:7]=1, predict the reactants needed to synthesize it. The reactants are: [F:1][C:2]1[CH:3]=[C:4]([CH2:8][CH2:9][C:10]2[O:14][C:13]([C:15]3[CH:20]=[CH:19][N:18]=[C:17]([NH2:21])[CH:16]=3)=[N:12][N:11]=2)[CH:5]=[CH:6][CH:7]=1.C(N(CC)CC)C.Cl[C:30]([O:32][CH2:33][C:34]1[CH:39]=[CH:38][CH:37]=[CH:36][CH:35]=1)=[O:31]. (2) Given the product [F:1][CH2:22][C:23]([C:25]1[CH:30]=[CH:29][CH:28]=[CH:27][CH:26]=1)=[O:24], predict the reactants needed to synthesize it. The reactants are: [F-:1].[K+].C1OCCOCCOCCOCCOCCOC1.Br[CH2:22][C:23]([C:25]1[CH:30]=[CH:29][CH:28]=[CH:27][CH:26]=1)=[O:24].C(OCC)C. (3) Given the product [CH3:16][S:13]([C:10]1[CH:9]=[CH:8][C:7]([N:5]2[CH:6]=[C:2]([C:22]([F:25])([F:24])[F:23])[N:3]=[C:4]2[C:17]2[S:18][CH:19]=[CH:20][CH:21]=2)=[CH:12][CH:11]=1)(=[O:14])=[O:15], predict the reactants needed to synthesize it. The reactants are: O[C:2]1([C:22]([F:25])([F:24])[F:23])[CH2:6][N:5]([C:7]2[CH:12]=[CH:11][C:10]([S:13]([CH3:16])(=[O:15])=[O:14])=[CH:9][CH:8]=2)[C:4]([C:17]2[S:18][CH:19]=[CH:20][CH:21]=2)=[N:3]1.O.C1(C)C=CC(S(O)(=O)=O)=CC=1. (4) Given the product [NH4+:5].[OH:4][N:5]1[C:9]2[CH:10]=[CH:11][CH:12]=[CH:13][C:8]=2[N:7]=[N:6]1, predict the reactants needed to synthesize it. The reactants are: [OH-].[NH4+].O.[OH:4][N:5]1[C:9]2[CH:10]=[CH:11][CH:12]=[CH:13][C:8]=2[N:7]=[N:6]1. (5) Given the product [CH:21]([N:18]1[CH2:19][CH2:20][CH:15]([O:14][C:12]2[CH:11]=[CH:10][C:8]3[S:9][C:5]([C:3]([OH:4])=[O:2])=[CH:6][C:7]=3[CH:13]=2)[CH2:16][CH2:17]1)([CH3:23])[CH3:22], predict the reactants needed to synthesize it. The reactants are: C[O:2][C:3]([C:5]1[S:9][C:8]2[CH:10]=[CH:11][C:12]([O:14][CH:15]3[CH2:20][CH2:19][N:18]([CH:21]([CH3:23])[CH3:22])[CH2:17][CH2:16]3)=[CH:13][C:7]=2[CH:6]=1)=[O:4].[OH-].[Na+].Cl. (6) Given the product [CH2:30]([CH:27]1[CH2:26][NH:25][C:24](=[O:32])[C:23]2[CH:22]=[C:21]([C:14]3[CH:15]=[CH:16][CH:17]=[C:18]4[C:13]=3[N:12]=[C:11]([O:9][C:3]3[CH:8]=[CH:7][CH:6]=[CH:5][CH:4]=3)[CH:20]=[CH:19]4)[NH:29][C:28]1=2)[CH3:31], predict the reactants needed to synthesize it. The reactants are: [H-].[Na+].[C:3]1([OH:9])[CH:8]=[CH:7][CH:6]=[CH:5][CH:4]=1.Cl[C:11]1[CH:20]=[CH:19][C:18]2[C:13](=[C:14]([C:21]3[NH:29][C:28]4[CH:27]([CH2:30][CH3:31])[CH2:26][NH:25][C:24](=[O:32])[C:23]=4[CH:22]=3)[CH:15]=[CH:16][CH:17]=2)[N:12]=1.C(O)(C(F)(F)F)=O. (7) Given the product [Cl:13][C:14]1[CH:22]=[C:21]2[C:17]([CH:18]=[C:19]([CH3:23])[N:20]2[CH2:3][CH2:4][N:5]2[CH2:10][CH2:9][O:8][CH2:7][CH2:6]2)=[CH:16][CH:15]=1, predict the reactants needed to synthesize it. The reactants are: Cl.Cl[CH2:3][CH2:4][N:5]1[CH2:10][CH2:9][O:8][CH2:7][CH2:6]1.[OH-].[K+].[Cl:13][C:14]1[CH:22]=[C:21]2[C:17]([CH:18]=[C:19]([CH3:23])[NH:20]2)=[CH:16][CH:15]=1.ClCCN1CCOCC1.